The task is: Predict the reaction yield, written as a fraction of the theoretical maximum amount of product (1.0 means a 100% yield; for example, 0.34 means a 34% yield).. This data is from Reaction yield outcomes from USPTO patents with 853,638 reactions. (1) The reactants are [F:1][C:2]1[CH:7]=[CH:6][C:5]([CH3:8])=[CH:4][C:3]=1[NH:9][C:10]1[N:15]2[N:16]=[CH:17][C:18]([C:19](O)=[O:20])=[C:14]2[N:13]=[CH:12][C:11]=1[C:22]([N:24]1[CH2:29][CH2:28][C:27]2([C:33]3[CH:34]=[CH:35][CH:36]=[C:37]([F:38])[C:32]=3[O:31][CH2:30]2)[CH2:26][CH2:25]1)=[O:23].[CH:39]1([S:42]([NH2:45])(=[O:44])=[O:43])[CH2:41][CH2:40]1. No catalyst specified. The product is [F:1][C:2]1[CH:7]=[CH:6][C:5]([CH3:8])=[CH:4][C:3]=1[NH:9][C:10]1[N:15]2[N:16]=[CH:17][C:18]([C:19]([NH:45][S:42]([CH:39]3[CH2:41][CH2:40]3)(=[O:44])=[O:43])=[O:20])=[C:14]2[N:13]=[CH:12][C:11]=1[C:22]([N:24]1[CH2:29][CH2:28][C:27]2([C:33]3[CH:34]=[CH:35][CH:36]=[C:37]([F:38])[C:32]=3[O:31][CH2:30]2)[CH2:26][CH2:25]1)=[O:23]. The yield is 0.420. (2) The reactants are [H-].[Na+].[CH3:3][N:4]1[C:8]([NH:9][C:10](=O)[CH3:11])=[CH:7][C:6]([CH3:13])=[N:5]1.ClC1C=[C:19]([I:21])[C:18]([C:22]([F:25])([F:24])[F:23])=[CH:17][N:16]=1.O.[OH-].[Li+]. The catalyst is C1COCC1.CCOC(C)=O.O.CN(C=O)C. The product is [CH3:3][N:4]1[C:8]([NH:9][C:10]2[CH:11]=[C:19]([I:21])[C:18]([C:22]([F:25])([F:24])[F:23])=[CH:17][N:16]=2)=[CH:7][C:6]([CH3:13])=[N:5]1. The yield is 0.541.